Predict the reactants needed to synthesize the given product. From a dataset of Full USPTO retrosynthesis dataset with 1.9M reactions from patents (1976-2016). (1) Given the product [CH3:39][O:40][C:41]1[CH:46]=[CH:45][CH:44]=[CH:43][C:42]=1[C:2]1[C:10]2[C:9]([NH:11][C@H:12]([C:14]3[N:19]([C:20]4[CH:25]=[CH:24][CH:23]=[CH:22][CH:21]=4)[C:18](=[O:26])[C:17]4=[C:27]([CH3:30])[CH:28]=[CH:29][N:16]4[N:15]=3)[CH3:13])=[N:8][CH:7]=[N:6][C:5]=2[N:4]([CH2:31][O:32][CH2:33][CH2:34][Si:35]([CH3:38])([CH3:37])[CH3:36])[CH:3]=1, predict the reactants needed to synthesize it. The reactants are: Br[C:2]1[C:10]2[C:9]([NH:11][C@H:12]([C:14]3[N:19]([C:20]4[CH:25]=[CH:24][CH:23]=[CH:22][CH:21]=4)[C:18](=[O:26])[C:17]4=[C:27]([CH3:30])[CH:28]=[CH:29][N:16]4[N:15]=3)[CH3:13])=[N:8][CH:7]=[N:6][C:5]=2[N:4]([CH2:31][O:32][CH2:33][CH2:34][Si:35]([CH3:38])([CH3:37])[CH3:36])[CH:3]=1.[CH3:39][O:40][C:41]1[CH:46]=[CH:45][CH:44]=[CH:43][C:42]=1B(O)O.C(=O)([O-])[O-].[Na+].[Na+]. (2) Given the product [Br:1][C:2]1[N:3]=[C:4]2[N:9]=[CH:10][NH:8][C:5]2=[N:6][CH:7]=1, predict the reactants needed to synthesize it. The reactants are: [Br:1][C:2]1[N:3]=[C:4]([NH2:9])[C:5]([NH2:8])=[N:6][CH:7]=1.[CH:10](OCC)(OCC)OCC.